This data is from Full USPTO retrosynthesis dataset with 1.9M reactions from patents (1976-2016). The task is: Predict the reactants needed to synthesize the given product. (1) The reactants are: [F:1][C:2]([F:15])([F:14])[CH2:3][O:4][C:5]1[CH:6]=[CH:7][C:8]([C:11]([OH:13])=O)=[N:9][CH:10]=1.[NH2:16][C:17]1[CH:18]=[C:19]([C:23]2([CH3:30])[NH:28][C:27](=[S:29])[CH2:26][O:25][CH2:24]2)[CH:20]=[CH:21][CH:22]=1. Given the product [CH3:30][C:23]1([C:19]2[CH:18]=[C:17]([NH:16][C:11]([C:8]3[CH:7]=[CH:6][C:5]([O:4][CH2:3][C:2]([F:1])([F:15])[F:14])=[CH:10][N:9]=3)=[O:13])[CH:22]=[CH:21][CH:20]=2)[CH2:24][O:25][CH2:26][C:27](=[S:29])[NH:28]1, predict the reactants needed to synthesize it. (2) The reactants are: [Cl:1][C:2]1[CH:3]=[C:4]([C@@H:8]2[C@@H:13]([C:14]3[CH:19]=[CH:18][C:17]([Cl:20])=[CH:16][CH:15]=3)[N:12]([C@@H:21]([CH2:24][CH3:25])[CH2:22][OH:23])[C:11](=[O:26])[CH2:10][CH2:9]2)[CH:5]=[CH:6][CH:7]=1.Br[CH2:28][CH:29]1[CH2:31][CH2:30]1.CC(C)([O-])C.[Na+]. Given the product [Cl:1][C:2]1[CH:3]=[C:4]([C@@H:8]2[C@@H:13]([C:14]3[CH:19]=[CH:18][C:17]([Cl:20])=[CH:16][CH:15]=3)[N:12]([C@@H:21]([CH2:24][CH3:25])[CH2:22][O:23][CH2:28][CH:29]3[CH2:31][CH2:30]3)[C:11](=[O:26])[CH2:10][CH2:9]2)[CH:5]=[CH:6][CH:7]=1, predict the reactants needed to synthesize it.